Dataset: Forward reaction prediction with 1.9M reactions from USPTO patents (1976-2016). Task: Predict the product of the given reaction. (1) Given the reactants [F:1][C:2]([F:19])([F:18])[C:3]1[CH:4]=[C:5]([CH:15]=[CH:16][CH:17]=1)[CH2:6][O:7][N:8]=[C:9]1[CH2:14][CH2:13][NH:12][CH2:11][CH2:10]1.[C:20](O)(=[O:27])[C:21]1[CH:26]=[CH:25][CH:24]=[CH:23][CH:22]=1.ON1C2C=CC=CC=2N=N1.Cl.C(N=C=NCCCN(C)C)C.C([O-])(O)=O.[Na+], predict the reaction product. The product is: [F:19][C:2]([F:1])([F:18])[C:3]1[CH:4]=[C:5]([CH:15]=[CH:16][CH:17]=1)[CH2:6][O:7][N:8]=[C:9]1[CH2:14][CH2:13][N:12]([C:20](=[O:27])[C:21]2[CH:26]=[CH:25][CH:24]=[CH:23][CH:22]=2)[CH2:11][CH2:10]1. (2) Given the reactants [NH2:1][C:2]1[CH:7]=[CH:6][C:5]([C:8]2[CH:13]=[CH:12][C:11]([C:14]([C@@H:16]3[CH2:18][C@H:17]3[C:19]([O:21][CH3:22])=[O:20])=[O:15])=[CH:10][CH:9]=2)=[CH:4][CH:3]=1.[Cl:23][C:24]1[CH:29]=[CH:28][CH:27]=[CH:26][C:25]=1[N:30]=[C:31]=[O:32], predict the reaction product. The product is: [Cl:23][C:24]1[CH:29]=[CH:28][CH:27]=[CH:26][C:25]=1[NH:30][C:31]([NH:1][C:2]1[CH:3]=[CH:4][C:5]([C:8]2[CH:13]=[CH:12][C:11]([C:14]([C@@H:16]3[CH2:18][C@H:17]3[C:19]([O:21][CH3:22])=[O:20])=[O:15])=[CH:10][CH:9]=2)=[CH:6][CH:7]=1)=[O:32].